Dataset: Full USPTO retrosynthesis dataset with 1.9M reactions from patents (1976-2016). Task: Predict the reactants needed to synthesize the given product. (1) Given the product [Br:1][C:2]1[CH:10]=[CH:9][C:8]([C:11]([OH:13])=[O:12])=[C:7]2[C:3]=1[CH:4]=[C:5]([I:25])[NH:6]2, predict the reactants needed to synthesize it. The reactants are: [Br:1][C:2]1[CH:10]=[CH:9][C:8]([C:11]([O:13]C)=[O:12])=[C:7]2[C:3]=1[CH:4]=[C:5]([I:25])[N:6]2S(C1C=CC(C)=CC=1)(=O)=O.[Li+].[OH-]. (2) The reactants are: [F:1][C:2]([F:33])([F:32])[C:3]1[CH:4]=[C:5]([NH:9][C:10]([N:12]2[C:20]3[C:15](=[CH:16][C:17]([O:21][C:22]4[C:23]5[CH2:31][CH2:30][NH:29][CH2:28][C:24]=5[N:25]=[CH:26][N:27]=4)=[CH:18][CH:19]=3)[CH:14]=[CH:13]2)=[O:11])[CH:6]=[CH:7][CH:8]=1.CN(C(ON1N=NC2C=CC=NC1=2)=[N+](C)C)C.F[P-](F)(F)(F)(F)F.CCN(C(C)C)C(C)C.Cl.[CH2:68]([N:70]([CH2:76][CH3:77])[CH2:71][CH2:72][C:73](O)=[O:74])[CH3:69]. Given the product [NH4+:9].[OH-:11].[F:33][C:2]([F:1])([F:32])[C:3]1[CH:4]=[C:5]([NH:9][C:10]([N:12]2[C:20]3[C:15](=[CH:16][C:17]([O:21][C:22]4[C:23]5[CH2:31][CH2:30][N:29]([C:73](=[O:74])[CH2:72][CH2:71][N:70]([CH2:76][CH3:77])[CH2:68][CH3:69])[CH2:28][C:24]=5[N:25]=[CH:26][N:27]=4)=[CH:18][CH:19]=3)[CH:14]=[CH:13]2)=[O:11])[CH:6]=[CH:7][CH:8]=1, predict the reactants needed to synthesize it. (3) Given the product [CH2:30]([O:29][CH:23]([CH2:22][C:19]1[CH:20]=[N:21][C:16]([C:12]2[CH:13]=[CH:14][CH:15]=[C:10]([NH:9][CH3:8])[CH:11]=2)=[CH:17][CH:18]=1)[C:24]([O:26][CH2:27][CH3:28])=[O:25])[CH3:31], predict the reactants needed to synthesize it. The reactants are: C(OC([CH2:8][NH:9][C:10]1[CH:11]=[C:12]([C:16]2[N:21]=[CH:20][C:19]([CH2:22][CH:23]([O:29][CH2:30][CH3:31])[C:24]([O:26][CH2:27][CH3:28])=[O:25])=[CH:18][CH:17]=2)[CH:13]=[CH:14][CH:15]=1)=O)(C)(C)C.ClCCl.FC(F)(F)C(O)=O. (4) Given the product [CH3:14][O:15][C:16]([C:18]1[C:27]2[C:22](=[CH:23][CH:24]=[CH:25][CH:26]=2)[N:21]=[C:20]([C:28]2[CH:33]=[CH:32][CH:31]=[CH:30][CH:29]=2)[C:19]=1[CH2:34][N:11]1[CH2:12][CH2:13][CH:8]([N:1]2[CH2:6][CH2:5][CH2:4][CH2:3][C:2]2=[O:7])[CH2:9][CH2:10]1)=[O:17], predict the reactants needed to synthesize it. The reactants are: [N:1]1([CH:8]2[CH2:13][CH2:12][NH:11][CH2:10][CH2:9]2)[CH2:6][CH2:5][CH2:4][CH2:3][C:2]1=[O:7].[CH3:14][O:15][C:16]([C:18]1[C:27]2[C:22](=[CH:23][CH:24]=[CH:25][CH:26]=2)[N:21]=[C:20]([C:28]2[CH:33]=[CH:32][CH:31]=[CH:30][CH:29]=2)[C:19]=1[CH2:34]Br)=[O:17].[F-].[K+].CCN(C(C)C)C(C)C. (5) Given the product [Si:36]([O:35][C@@H:27]([C@H:12]1[CH2:13][CH2:14][C:15]([CH2:16][C:17]2[CH:22]=[CH:21][C:20]([N+:23]([O-:25])=[O:24])=[CH:19][CH:18]=2)=[N:8]1)[C:28]1[CH:33]=[CH:32][C:31]([Cl:34])=[N:30][CH:29]=1)([C:39]([CH3:42])([CH3:41])[CH3:40])([CH3:37])[CH3:38], predict the reactants needed to synthesize it. The reactants are: COC1C=CC(C[N:8]([C@@H:12]([C@H:27]([O:35][Si:36]([C:39]([CH3:42])([CH3:41])[CH3:40])([CH3:38])[CH3:37])[C:28]2[CH:29]=[N:30][C:31]([Cl:34])=[CH:32][CH:33]=2)[CH2:13][CH2:14][C:15](=O)[CH2:16][C:17]2[CH:22]=[CH:21][C:20]([N+:23]([O-:25])=[O:24])=[CH:19][CH:18]=2)C(=O)[O-])=CC=1.FC(F)(F)C(O)=O.